Dataset: Forward reaction prediction with 1.9M reactions from USPTO patents (1976-2016). Task: Predict the product of the given reaction. (1) Given the reactants [CH3:1][O:2][C:3]1[CH:4]=[C:5]([CH:10]=[C:11]([N+:14]([O-:16])=[O:15])[C:12]=1[OH:13])[CH:6]=[CH:7][CH:8]=O.[C:17]([CH2:19][C:20]([N-:22][CH2:23][C:24]1[CH:29]=[CH:28][C:27]([OH:30])=[C:26]([OH:31])[CH:25]=1)=[O:21])#[N:18], predict the reaction product. The product is: [OH:31][C:26]1[CH:25]=[C:24]([CH:29]=[CH:28][C:27]=1[OH:30])[CH2:23][NH:22][C:20](/[C:19](=[CH:8]/[CH:7]=[CH:6]/[C:5]1[CH:10]=[C:11]([N+:14]([O-:16])=[O:15])[C:12]([OH:13])=[C:3]([O:2][CH3:1])[CH:4]=1)/[C:17]#[N:18])=[O:21]. (2) Given the reactants Br[C:2]1[CH:3]=[N:4][CH:5]=[C:6]([Br:8])[CH:7]=1.[C@H:9]12[CH2:15][N:14]([C:16]([O:18][C:19]([CH3:22])([CH3:21])[CH3:20])=[O:17])[C@H:13]1[CH2:12][NH:11][CH2:10]2, predict the reaction product. The product is: [Br:8][C:6]1[CH:7]=[C:2]([N:11]2[CH2:12][C@H:13]3[C@H:9]([CH2:15][N:14]3[C:16]([O:18][C:19]([CH3:22])([CH3:21])[CH3:20])=[O:17])[CH2:10]2)[CH:3]=[N:4][CH:5]=1. (3) Given the reactants Br[C:2]1[CH:7]=[CH:6][CH:5]=[CH:4][C:3]=1[CH2:8][CH3:9].[CH2:10]([CH:14]1[CH2:19][CH2:18][N:17]([CH2:20][CH2:21]CC#N)[CH2:16][CH2:15]1)[CH2:11][CH2:12][CH3:13].C(Cl)Cl.C[OH:29].CC[O:32][CH2:33]C, predict the reaction product. The product is: [CH2:10]([CH:14]1[CH2:19][CH2:18][N:17]([CH2:20][CH2:21][CH2:9][C:8]([C:3]2[CH:4]=[CH:5][CH:6]=[CH:7][C:2]=2[O:32][CH3:33])=[O:29])[CH2:16][CH2:15]1)[CH2:11][CH2:12][CH3:13]. (4) Given the reactants [CH3:1][N:2]1[C:10]2[C:5](=[CH:6][CH:7]=[CH:8][CH:9]=2)[CH:4]=[C:3]1[C:11]([OH:13])=O.CN(C(ON1N=NC2C=CC=NC1=2)=[N+](C)C)C.F[P-](F)(F)(F)(F)F.C(N(C(C)C)C(C)C)C.[NH2:47][C:48]1[CH:49]=[CH:50][C:51]([CH3:77])=[C:52]([CH:76]=1)[C:53]([NH:55][C:56]1[CH:57]=[N:58][C:59]([NH:62][C:63]2[CH:68]=[CH:67][C:66]([N:69]3[CH2:74][CH2:73][N:72]([CH3:75])[CH2:71][CH2:70]3)=[CH:65][CH:64]=2)=[N:60][CH:61]=1)=[O:54], predict the reaction product. The product is: [CH3:1][N:2]1[C:10]2[C:5](=[CH:6][CH:7]=[CH:8][CH:9]=2)[CH:4]=[C:3]1[C:11]([NH:47][C:48]1[CH:49]=[CH:50][C:51]([CH3:77])=[C:52]([C:53](=[O:54])[NH:55][C:56]2[CH:57]=[N:58][C:59]([NH:62][C:63]3[CH:64]=[CH:65][C:66]([N:69]4[CH2:70][CH2:71][N:72]([CH3:75])[CH2:73][CH2:74]4)=[CH:67][CH:68]=3)=[N:60][CH:61]=2)[CH:76]=1)=[O:13].